This data is from P-glycoprotein inhibition data for predicting drug efflux from Broccatelli et al.. The task is: Regression/Classification. Given a drug SMILES string, predict its absorption, distribution, metabolism, or excretion properties. Task type varies by dataset: regression for continuous measurements (e.g., permeability, clearance, half-life) or binary classification for categorical outcomes (e.g., BBB penetration, CYP inhibition). Dataset: pgp_broccatelli. (1) The drug is CCn1cc(C(=O)O)c(=O)c2cc(F)c(N3CCNCC3)cc21. The result is 0 (non-inhibitor). (2) The drug is CCCN(C[C@H](O)COc1ccccc1C(=O)CCc1ccccc1)C(=O)c1ccccc1. The result is 1 (inhibitor).